Dataset: TCR-epitope binding with 47,182 pairs between 192 epitopes and 23,139 TCRs. Task: Binary Classification. Given a T-cell receptor sequence (or CDR3 region) and an epitope sequence, predict whether binding occurs between them. (1) Result: 0 (the TCR does not bind to the epitope). The TCR CDR3 sequence is CASSLGAGELFF. The epitope is YVLDHLIVV. (2) The epitope is PKYVKQNTLKLAT. The TCR CDR3 sequence is CASSTTSLSYEQYF. Result: 0 (the TCR does not bind to the epitope). (3) The epitope is TAFTIPSI. The TCR CDR3 sequence is CASSFREKYEQYF. Result: 0 (the TCR does not bind to the epitope).